This data is from Peptide-MHC class II binding affinity with 134,281 pairs from IEDB. The task is: Regression. Given a peptide amino acid sequence and an MHC pseudo amino acid sequence, predict their binding affinity value. This is MHC class II binding data. (1) The peptide sequence is AKAIITPVVFYRSGT. The MHC is DRB1_0101 with pseudo-sequence DRB1_0101. The binding affinity (normalized) is 0.402. (2) The peptide sequence is AAESSSKAALTSKLD. The MHC is HLA-DPA10103-DPB10401 with pseudo-sequence HLA-DPA10103-DPB10401. The binding affinity (normalized) is 0.121. (3) The peptide sequence is DEPMVQVEAGKVNHS. The MHC is DRB1_0101 with pseudo-sequence DRB1_0101. The binding affinity (normalized) is 0.240. (4) The peptide sequence is KKFILATDIAEMGANLC. The MHC is DRB1_0301 with pseudo-sequence DRB1_0301. The binding affinity (normalized) is 0.669. (5) The peptide sequence is KLLVSAVSQITEGFM. The MHC is DRB1_0101 with pseudo-sequence DRB1_0101. The binding affinity (normalized) is 0.865. (6) The peptide sequence is DYHWLRTVRTTKESL. The MHC is HLA-DQA10501-DQB10201 with pseudo-sequence HLA-DQA10501-DQB10201. The binding affinity (normalized) is 0.272. (7) The peptide sequence is KLTITGKGTLDGQGK. The MHC is DRB3_0202 with pseudo-sequence DRB3_0202. The binding affinity (normalized) is 0. (8) The MHC is DRB1_0701 with pseudo-sequence DRB1_0701. The peptide sequence is AAKEDFLGCLVKEIP. The binding affinity (normalized) is 0.338. (9) The peptide sequence is AFILDGDNLFPYV. The MHC is DRB3_0101 with pseudo-sequence DRB3_0101. The binding affinity (normalized) is 1.00.